This data is from Full USPTO retrosynthesis dataset with 1.9M reactions from patents (1976-2016). The task is: Predict the reactants needed to synthesize the given product. (1) Given the product [Br:1][C:2]1[CH:7]=[CH:6][C:5]([N:8]2[C:9]3[C:17](=[C:16]4[N:12]([C:11](=[O:21])[C:10]=3[CH3:22])[CH2:13][CH2:14][CH2:15]4)[NH:42][C:44]2=[O:45])=[C:4]([F:23])[CH:3]=1, predict the reactants needed to synthesize it. The reactants are: [Br:1][C:2]1[CH:7]=[CH:6][C:5]([NH:8][C:9]2[C:17](C(O)=O)=[C:16]3[N:12]([CH2:13][CH2:14][CH2:15]3)[C:11](=[O:21])[C:10]=2[CH3:22])=[C:4]([F:23])[CH:3]=1.C1C=CC(P(N=[N+]=[N-])(C2C=CC=CC=2)=O)=CC=1.C[N:42]([CH:44]=[O:45])C. (2) Given the product [C:30]([O:29][C:27]([NH:26][C:23]1[CH:22]=[CH:21][C:20]([C:19]([NH:18][CH:5]([CH2:6][C:7]2[CH:12]=[CH:11][C:10]([C:13]3[N:16]=[C:52]([C:53]4[CH:54]=[CH:55][C:56]([NH:59][C:60]([O:62][C:63]([CH3:66])([CH3:65])[CH3:64])=[O:61])=[CH:57][CH:58]=4)[O:15][N:14]=3)=[C:9]([F:17])[CH:8]=2)[C:4]([OH:3])=[O:35])=[O:34])=[CH:25][CH:24]=1)=[O:28])([CH3:33])([CH3:31])[CH3:32], predict the reactants needed to synthesize it. The reactants are: C([O:3][C:4](=[O:35])[CH:5]([NH:18][C:19](=[O:34])[C:20]1[CH:25]=[CH:24][C:23]([NH:26][C:27]([O:29][C:30]([CH3:33])([CH3:32])[CH3:31])=[O:28])=[CH:22][CH:21]=1)[CH2:6][C:7]1[CH:12]=[CH:11][C:10]([C:13](=[NH:16])[NH:14][OH:15])=[C:9]([F:17])[CH:8]=1)C.C(OC(=O)C(N[C:52](=O)[C:53]1[CH:58]=[CH:57][C:56]([NH:59][C:60]([O:62][C:63]([CH3:66])([CH3:65])[CH3:64])=[O:61])=[CH:55][CH:54]=1)CC1C=CC(C#N)=C(F)C=1)C.NO.Cl.C([O-])(O)=O.[Na+]. (3) Given the product [C:1]([O:5][C:6]([NH:8][CH:9]1[CH2:14][CH2:13][CH:12]([S:15][C:16](=[O:23])[C:17]2[CH:18]=[CH:19][CH:20]=[CH:21][CH:22]=2)[C:11](=[O:24])[CH2:10]1)=[O:7])([CH3:4])([CH3:2])[CH3:3], predict the reactants needed to synthesize it. The reactants are: [C:1]([O:5][C:6]([NH:8][C@@H:9]1[CH2:14][CH2:13][C@@H:12]([S:15][C:16](=[O:23])[C:17]2[CH:22]=[CH:21][CH:20]=[CH:19][CH:18]=2)[C@H:11]([OH:24])[CH2:10]1)=[O:7])([CH3:4])([CH3:3])[CH3:2].CC(OI1(OC(C)=O)(OC(C)=O)OC(=O)C2C1=CC=CC=2)=O.C1(C)C=CC=CC=1.C(OCC)(=O)C. (4) Given the product [OH:1][C@@H:2]([C:5]1[CH:10]=[C:9]([C:11]2[CH:16]=[CH:15][C:14]([O:17][C:18]3[CH:23]=[CH:22][C:21]([F:24])=[CH:20][CH:19]=3)=[CH:13][CH:12]=2)[N:8]=[C:7]([C:25]([OH:27])=[O:26])[CH:6]=1)[CH2:3][OH:4], predict the reactants needed to synthesize it. The reactants are: [OH:1][C@@H:2]([C:5]1[CH:10]=[C:9]([C:11]2[CH:16]=[CH:15][C:14]([O:17][C:18]3[CH:23]=[CH:22][C:21]([F:24])=[CH:20][CH:19]=3)=[CH:13][CH:12]=2)[N:8]=[C:7]([C:25]([O:27]C)=[O:26])[CH:6]=1)[CH2:3][OH:4].C1COCC1.O[Li].O. (5) Given the product [CH3:46][O:45][C:43]([C:40]1[CH:39]=[CH:38][C:37]([CH2:36][CH:23](/[CH:22]=[CH:21]/[C:16]2[CH:17]=[CH:18][CH:19]=[CH:20][C:15]=2[O:14][CH2:13][CH2:12][CH2:11][CH2:10][N:1]2[CH2:5][CH2:4][CH2:3][C:2]2=[O:6])[CH2:24][CH2:25][C:26]2[CH:35]=[CH:34][C:29]([C:30]([O:32][CH3:33])=[O:31])=[CH:28][CH:27]=2)=[CH:42][CH:41]=1)=[O:44], predict the reactants needed to synthesize it. The reactants are: [NH:1]1[CH2:5][CH2:4][CH2:3][C:2]1=[O:6].[H-].[Na+].Cl[CH2:10][CH2:11][CH2:12][CH2:13][O:14][C:15]1[CH:20]=[CH:19][CH:18]=[CH:17][C:16]=1/[CH:21]=[CH:22]/[CH:23]([CH2:36][C:37]1[CH:42]=[CH:41][C:40]([C:43]([O:45][CH3:46])=[O:44])=[CH:39][CH:38]=1)[CH2:24][CH2:25][C:26]1[CH:35]=[CH:34][C:29]([C:30]([O:32][CH3:33])=[O:31])=[CH:28][CH:27]=1.[Cl-].[NH4+]. (6) The reactants are: C(OC([N:8]1[CH2:13][CH2:12][N:11]([C:14](=[O:39])[CH2:15][O:16][C:17]2[CH:18]=[CH:19][C:20]3[C:32](=[O:33])[C:31]4[C:30]5[C:25](=[CH:26][C:27]([C:34]#[N:35])=[CH:28][CH:29]=5)[NH:24][C:23]=4[C:22]([CH3:37])([CH3:36])[C:21]=3[CH:38]=2)[CH2:10][CH2:9]1)=O)(C)(C)C.[ClH:40].O1CCOCC1. Given the product [ClH:40].[CH3:36][C:22]1([CH3:37])[C:23]2[NH:24][C:25]3[C:30](=[CH:29][CH:28]=[C:27]([C:34]#[N:35])[CH:26]=3)[C:31]=2[C:32](=[O:33])[C:20]2[CH:19]=[CH:18][C:17]([O:16][CH2:15][C:14](=[O:39])[N:11]3[CH2:10][CH2:9][NH:8][CH2:13][CH2:12]3)=[CH:38][C:21]1=2, predict the reactants needed to synthesize it. (7) Given the product [Cl:11][C:9]1[C:10]2[CH2:2][C:3](=[O:12])[NH:4][C:5]=2[N:6]=[CH:7][N:8]=1, predict the reactants needed to synthesize it. The reactants are: Br[C:2]1(Br)[C:10]2[C:9]([Cl:11])=[N:8][CH:7]=[N:6][C:5]=2[NH:4][C:3]1=[O:12]. (8) Given the product [C:1]([C:3]1[CH:8]=[CH:7][CH:6]=[CH:5][C:4]=1[S:9]([O:12][C:13]1[C:21]([O:22][CH3:23])=[CH:20][C:19]([C:24]2[N:25]([C:35]([O:37][C:38]([CH3:41])([CH3:39])[CH3:40])=[O:36])[C:26]3[C:31]([CH:32]=2)=[CH:30][C:29]([CH2:33][N:43]2[CH2:47][CH2:46][CH2:45][CH2:44]2)=[CH:28][CH:27]=3)=[C:18]2[C:14]=1[CH2:15][NH:16][C:17]2=[O:42])(=[O:11])=[O:10])#[N:2], predict the reactants needed to synthesize it. The reactants are: [C:1]([C:3]1[CH:8]=[CH:7][CH:6]=[CH:5][C:4]=1[S:9]([O:12][C:13]1[C:21]([O:22][CH3:23])=[CH:20][C:19]([C:24]2[N:25]([C:35]([O:37][C:38]([CH3:41])([CH3:40])[CH3:39])=[O:36])[C:26]3[C:31]([CH:32]=2)=[CH:30][C:29]([CH:33]=O)=[CH:28][CH:27]=3)=[C:18]2[C:14]=1[CH2:15][NH:16][C:17]2=[O:42])(=[O:11])=[O:10])#[N:2].[NH:43]1[CH2:47][CH2:46][CH2:45][CH2:44]1.C(O)(=O)C.C(O[BH-](OC(=O)C)OC(=O)C)(=O)C.[Na+]. (9) Given the product [C:3]([NH:18][C:19]1[CH:24]=[CH:23][C:22]([CH:25]=[CH:26][C:27]([O:29][CH3:30])=[O:28])=[C:21]([NH:31][C:32]([NH:34][C:35](=[O:45])[C:36]2[CH:41]=[C:40]([F:42])[C:39]([F:43])=[CH:38][C:37]=2[Cl:44])=[O:33])[CH:20]=1)(=[O:7])[CH3:4], predict the reactants needed to synthesize it. The reactants are: CN1CC[CH2:4][C:3]1=[O:7].C(=O)([O-])[O-].[Cs+].[Cs+].C(Cl)(=O)C.[NH2:18][C:19]1[CH:24]=[CH:23][C:22]([CH:25]=[CH:26][C:27]([O:29][CH3:30])=[O:28])=[C:21]([NH:31][C:32]([NH:34][C:35](=[O:45])[C:36]2[CH:41]=[C:40]([F:42])[C:39]([F:43])=[CH:38][C:37]=2[Cl:44])=[O:33])[CH:20]=1. (10) Given the product [CH2:19]([O:21][C:22]1[CH:23]=[C:24]([CH2:33][C:34]([NH:17][C@H:4]([C:5]2[CH:10]=[CH:9][CH:8]=[CH:7][C:6]=2[N:11]2[CH2:16][CH2:15][CH2:14][CH2:13][CH2:12]2)[CH2:3][CH:2]([CH3:18])[CH3:1])=[O:35])[CH:25]=[CH:26][C:27]=1[C:28]([O:30][CH2:31][CH3:32])=[O:29])[CH3:20], predict the reactants needed to synthesize it. The reactants are: [CH3:1][CH:2]([CH3:18])[CH2:3][C@H:4]([NH2:17])[C:5]1[CH:10]=[CH:9][CH:8]=[CH:7][C:6]=1[N:11]1[CH2:16][CH2:15][CH2:14][CH2:13][CH2:12]1.[CH2:19]([O:21][C:22]1[CH:23]=[C:24]([CH2:33][C:34](O)=[O:35])[CH:25]=[CH:26][C:27]=1[C:28]([O:30][CH2:31][CH3:32])=[O:29])[CH3:20].B(O)(O)O.